This data is from Full USPTO retrosynthesis dataset with 1.9M reactions from patents (1976-2016). The task is: Predict the reactants needed to synthesize the given product. (1) The reactants are: [Cl:1][C:2]1[C:3](=[O:14])O[C:5](=[O:13])[C:6]=1[C:7]1[CH:12]=[CH:11][CH:10]=[CH:9][CH:8]=1.[NH2:15][CH2:16][CH2:17][CH2:18][O:19][CH3:20]. Given the product [Cl:1][C:2]1[C:3](=[O:14])[N:15]([CH2:16][CH2:17][CH2:18][O:19][CH3:20])[C:5](=[O:13])[C:6]=1[C:7]1[CH:8]=[CH:9][CH:10]=[CH:11][CH:12]=1, predict the reactants needed to synthesize it. (2) Given the product [C:1]1([C:7](=[O:18])[C:8]#[C:9][CH2:10][O:11][CH:12]2[CH2:17][CH2:16][CH2:15][CH2:14][O:13]2)[CH:2]=[CH:3][CH:4]=[CH:5][CH:6]=1, predict the reactants needed to synthesize it. The reactants are: [C:1]1([CH:7]([OH:18])[C:8]#[C:9][CH2:10][O:11][CH:12]2[CH2:17][CH2:16][CH2:15][CH2:14][O:13]2)[CH:6]=[CH:5][CH:4]=[CH:3][CH:2]=1. (3) Given the product [CH:3]([N:6]1[CH2:11][CH2:10][N:9]([C:12]([CH:14]2[CH2:15][CH2:16][NH:17][CH2:18][CH2:19]2)=[O:13])[CH2:8][C@@H:7]1[CH3:20])([CH3:5])[CH3:4], predict the reactants needed to synthesize it. The reactants are: Cl.Cl.[CH:3]([N:6]1[CH2:11][CH2:10][N:9]([C:12]([CH:14]2[CH2:19][CH2:18][NH:17][CH2:16][CH2:15]2)=[O:13])[CH2:8][C@@H:7]1[CH3:20])([CH3:5])[CH3:4].C([O-])([O-])=O.[K+].[K+]. (4) Given the product [F:1][C:2]([F:19])([F:20])[C:3]1[CH:4]=[C:5]([CH:16]=[CH:17][CH:18]=1)[O:6][C:7]1[CH:8]=[C:9]([CH:13]=[CH:14][CH:15]=1)[C:10]([O:12][CH3:23])=[O:11], predict the reactants needed to synthesize it. The reactants are: [F:1][C:2]([F:20])([F:19])[C:3]1[CH:4]=[C:5]([CH:16]=[CH:17][CH:18]=1)[O:6][C:7]1[CH:8]=[C:9]([CH:13]=[CH:14][CH:15]=1)[C:10]([OH:12])=[O:11].CO.[CH3:23][Si](C=[N+]=[N-])(C)C.C(O)(=O)C. (5) Given the product [OH:1][C:2]1[CH:3]=[CH:4][C:5]([CH:8]2[O:17][C:16]3[C:11](=[CH:12][C:13]([OH:18])=[CH:14][CH:15]=3)[CH:10]3[CH2:19][S:24](=[O:26])(=[O:23])[CH2:21][CH:9]23)=[CH:6][CH:7]=1, predict the reactants needed to synthesize it. The reactants are: [OH:1][C:2]1[CH:7]=[CH:6][C:5]([C@@H:8]2[O:17][C:16]3[C:11](=[CH:12][C:13]([OH:18])=[CH:14][CH:15]=3)[C@@H:10]3[CH2:19]S[CH2:21][C@H:9]23)=[CH:4][CH:3]=1.O[O:23][S:24]([O-:26])=O.[K+].[O-]S([O-])=O.[Na+].[Na+]. (6) Given the product [C:1]([O:5][C:6](=[O:19])[NH:7][CH2:8][C@@H:9]1[CH2:11][C@H:10]1[C:12]1[CH:13]=[C:14]([C:24]2[CH:25]=[CH:26][C:21]([F:20])=[CH:22][CH:23]=2)[CH:15]=[CH:16][CH:17]=1)([CH3:4])([CH3:3])[CH3:2], predict the reactants needed to synthesize it. The reactants are: [C:1]([O:5][C:6](=[O:19])[NH:7][CH2:8][C@@H:9]1[CH2:11][C@H:10]1[C:12]1[CH:17]=[CH:16][CH:15]=[C:14](Br)[CH:13]=1)([CH3:4])([CH3:3])[CH3:2].[F:20][C:21]1[CH:26]=[CH:25][C:24](B(O)O)=[CH:23][CH:22]=1.C([O-])([O-])=O.[K+].[K+].